Dataset: CYP2C19 inhibition data for predicting drug metabolism from PubChem BioAssay. Task: Regression/Classification. Given a drug SMILES string, predict its absorption, distribution, metabolism, or excretion properties. Task type varies by dataset: regression for continuous measurements (e.g., permeability, clearance, half-life) or binary classification for categorical outcomes (e.g., BBB penetration, CYP inhibition). Dataset: cyp2c19_veith. (1) The drug is CS(=O)(=O)N1CCC2(CC1)CN(C(c1ccccc1)c1ccccc1)C2. The result is 0 (non-inhibitor). (2) The molecule is Cc1ccc(NCCC(=O)c2ccc(Cl)cc2)cc1C. The result is 1 (inhibitor). (3) The molecule is CN1CC[C@@]2(CCN3CCc4c(oc5ccccc45)[C@@H]3C2)N(C)C1=O. The result is 0 (non-inhibitor). (4) The compound is CCOC(=O)c1c(NC(=O)CSc2nnc(C)s2)sc2c1CCCCC2. The result is 1 (inhibitor). (5) The molecule is Cc1cc(NC(=O)c2ccc(S(=O)(=O)Nc3ccccc3)cc2)no1. The result is 1 (inhibitor). (6) The molecule is COC(=O)c1c(C)[nH]c(C)c1C(=O)c1ccccc1Cc1ccccc1. The result is 0 (non-inhibitor). (7) The result is 0 (non-inhibitor). The compound is O=c1cc(CF)[nH]c(=S)[nH]1. (8) The molecule is COc1ccc(CO/N=C/c2c(C)[nH]c(=O)[nH]c2=O)cc1. The result is 0 (non-inhibitor). (9) The compound is CCCCN(C)C(=O)c1coc(=O)c2ccccc12. The result is 0 (non-inhibitor). (10) The drug is COc1ccc(C[N+](C)(C)N)cc1OC. The result is 0 (non-inhibitor).